This data is from Full USPTO retrosynthesis dataset with 1.9M reactions from patents (1976-2016). The task is: Predict the reactants needed to synthesize the given product. (1) Given the product [Cl:33][C:34]1[O:38][C:37]([CH:39]2[C:53]3=[C:54]4[N:55]([CH3:71])[C:56](=[O:70])[N:57]([CH3:69])[C:58](=[O:68])[C:59]4=[C:60]([C:61]4[CH:66]=[CH:65][CH:64]=[C:63]([F:67])[CH:62]=4)[N:52]3[CH2:51][CH:50]([CH2:49][OH:48])[S:72]2)=[CH:36][CH:35]=1, predict the reactants needed to synthesize it. The reactants are: FC(F)(F)C(O)=O.[O-]S(C(F)(F)F)(=O)=O.[Bi+3].[O-]S(C(F)(F)F)(=O)=O.[O-]S(C(F)(F)F)(=O)=O.[Cl:33][C:34]1[O:38][C:37]([CH:39]=O)=[CH:36][CH:35]=1.[Si]([O:48][CH2:49][CH:50]([SH:72])[CH2:51][N:52]1[C:60]([C:61]2[CH:66]=[CH:65][CH:64]=[C:63]([F:67])[CH:62]=2)=[C:59]2[C:54]([N:55]([CH3:71])[C:56](=[O:70])[N:57]([CH3:69])[C:58]2=[O:68])=[CH:53]1)(C(C)(C)C)(C)C. (2) Given the product [CH3:4][O:5][C:6]1[CH:11]=[C:10]([NH:1][C:2]2[S:3][C:21]([C:17]3[CH:18]=[CH:19][CH:20]=[C:15]([N+:12]([O-:14])=[O:13])[CH:16]=3)=[N:23][N:24]=2)[CH:9]=[CH:8][CH:7]=1, predict the reactants needed to synthesize it. The reactants are: [N-:1]=[C:2]=[S:3].[CH3:4][O:5][C:6]1[CH:7]=[CH:8][CH:9]=[CH:10][CH:11]=1.[N+:12]([C:15]1[CH:16]=[C:17]([C:21]([NH:23][NH2:24])=O)[CH:18]=[CH:19][CH:20]=1)([O-:14])=[O:13]. (3) Given the product [C:25]([O:24][C:22]([N:17]([C:14]1[CH:13]=[CH:12][C:11]([CH2:10][N:2]([CH3:1])[CH2:3][C:4]([O:6][CH2:7][CH:8]=[CH2:9])=[O:5])=[CH:16][CH:15]=1)[S:18]([CH3:21])(=[O:19])=[O:20])=[O:23])([CH3:28])([CH3:27])[CH3:26], predict the reactants needed to synthesize it. The reactants are: [CH3:1][N:2]([CH2:10][C:11]1[CH:16]=[CH:15][C:14]([NH:17][S:18]([CH3:21])(=[O:20])=[O:19])=[CH:13][CH:12]=1)[CH2:3][C:4]([O:6][CH2:7][CH:8]=[CH2:9])=[O:5].[C:22](O[C:22]([O:24][C:25]([CH3:28])([CH3:27])[CH3:26])=[O:23])([O:24][C:25]([CH3:28])([CH3:27])[CH3:26])=[O:23]. (4) Given the product [F:27][C:28]1[CH:33]=[C:32]([O:34][C:35]2[CH:40]=[CH:39][N:38]=[C:37]([NH:41][C:42]([N:44]3[CH2:48][CH2:47][C@H:46]([OH:49])[CH2:45]3)=[O:43])[CH:36]=2)[C:31]([F:50])=[CH:30][C:29]=1[NH:51][C:52]([C:54]1([C:57]([NH:65][C:64]2[CH:66]=[CH:67][C:61]([F:60])=[CH:62][CH:63]=2)=[O:58])[CH2:56][CH2:55]1)=[O:53], predict the reactants needed to synthesize it. The reactants are: O.[Cl-].COC1N=C(OC)N=C([N+]2(C)CCOCC2)N=1.C(N(CC)CC)C.[F:27][C:28]1[CH:33]=[C:32]([O:34][C:35]2[CH:40]=[CH:39][N:38]=[C:37]([NH:41][C:42]([N:44]3[CH2:48][CH2:47][C@H:46]([OH:49])[CH2:45]3)=[O:43])[CH:36]=2)[C:31]([F:50])=[CH:30][C:29]=1[NH:51][C:52]([C:54]1([C:57](O)=[O:58])[CH2:56][CH2:55]1)=[O:53].[F:60][C:61]1[CH:67]=[CH:66][C:64]([NH2:65])=[CH:63][CH:62]=1.C(=O)([O-])O.[Na+]. (5) Given the product [Br:1][CH2:14][C@@H:3]([OH:2])[CH2:4][NH:5][C:6]([C:8]1[S:9][C:10]([Cl:13])=[CH:11][CH:12]=1)=[O:7], predict the reactants needed to synthesize it. The reactants are: [BrH:1].[OH:2][C@H:3]([CH2:14]O)[CH2:4][NH:5][C:6]([C:8]1[S:9][C:10]([Cl:13])=[CH:11][CH:12]=1)=[O:7].C(OC(=O)C)(=O)C.CO. (6) The reactants are: [CH2:1]([O:3][C@@H:4]([CH2:10][C:11]1[CH:16]=[CH:15][C:14]([O:17][CH2:18][C:19]2[N:20]=[C:21]([C:25]3[S:26][CH:27]=[CH:28][CH:29]=3)[O:22][C:23]=2[CH3:24])=[CH:13][CH:12]=1)[C:5]([O:7]CC)=[O:6])[CH3:2].[OH-].[Na+]. Given the product [CH2:1]([O:3][C@@H:4]([CH2:10][C:11]1[CH:12]=[CH:13][C:14]([O:17][CH2:18][C:19]2[N:20]=[C:21]([C:25]3[S:26][CH:27]=[CH:28][CH:29]=3)[O:22][C:23]=2[CH3:24])=[CH:15][CH:16]=1)[C:5]([OH:7])=[O:6])[CH3:2], predict the reactants needed to synthesize it.